Dataset: NCI-60 drug combinations with 297,098 pairs across 59 cell lines. Task: Regression. Given two drug SMILES strings and cell line genomic features, predict the synergy score measuring deviation from expected non-interaction effect. (1) Drug 1: C1CN(CCN1C(=O)CCBr)C(=O)CCBr. Drug 2: COC1=C2C(=CC3=C1OC=C3)C=CC(=O)O2. Cell line: U251. Synergy scores: CSS=49.7, Synergy_ZIP=6.21, Synergy_Bliss=4.77, Synergy_Loewe=-0.961, Synergy_HSA=2.28. (2) Drug 1: CC1=C(C=C(C=C1)C(=O)NC2=CC(=CC(=C2)C(F)(F)F)N3C=C(N=C3)C)NC4=NC=CC(=N4)C5=CN=CC=C5. Drug 2: N.N.Cl[Pt+2]Cl. Cell line: T-47D. Synergy scores: CSS=21.4, Synergy_ZIP=-7.42, Synergy_Bliss=-3.16, Synergy_Loewe=0.275, Synergy_HSA=-0.761. (3) Drug 1: CC1=C2C(C(=O)C3(C(CC4C(C3C(C(C2(C)C)(CC1OC(=O)C(C(C5=CC=CC=C5)NC(=O)OC(C)(C)C)O)O)OC(=O)C6=CC=CC=C6)(CO4)OC(=O)C)O)C)O. Drug 2: CC1C(C(CC(O1)OC2CC(CC3=C2C(=C4C(=C3O)C(=O)C5=C(C4=O)C(=CC=C5)OC)O)(C(=O)CO)O)N)O.Cl. Cell line: SK-MEL-5. Synergy scores: CSS=49.6, Synergy_ZIP=-5.62, Synergy_Bliss=-2.75, Synergy_Loewe=-1.42, Synergy_HSA=0.525. (4) Drug 1: C1CN(CCN1C(=O)CCBr)C(=O)CCBr. Drug 2: CC(C)NC(=O)C1=CC=C(C=C1)CNNC.Cl. Cell line: HT29. Synergy scores: CSS=9.85, Synergy_ZIP=-7.25, Synergy_Bliss=-6.81, Synergy_Loewe=-8.03, Synergy_HSA=-6.43.